This data is from Catalyst prediction with 721,799 reactions and 888 catalyst types from USPTO. The task is: Predict which catalyst facilitates the given reaction. (1) Reactant: [CH3:1][S:2]([C:5]1[O:9][C:8]([C@@H:10]([NH:13][S@@](C(C)(C)C)=O)[CH2:11][CH3:12])=[CH:7][CH:6]=1)(=[O:4])=[O:3].[ClH:20].O1CCOCC1. Product: [ClH:20].[CH3:1][S:2]([C:5]1[O:9][C:8]([C@@H:10]([NH2:13])[CH2:11][CH3:12])=[CH:7][CH:6]=1)(=[O:4])=[O:3]. The catalyst class is: 5. (2) Reactant: [Cl:1][C:2]1[CH:3]=[C:4]([C:9]2[O:13][N:12]=[C:11]([C:14]3[CH:22]=[CH:21][C:20]4[NH:19][C:18]5[CH:23]([CH2:26][C:27]([O:29][CH2:30]C)=[O:28])[CH2:24][CH2:25][C:17]=5[C:16]=4[CH:15]=3)[N:10]=2)[CH:5]=[N:6][C:7]=1Cl.CO.C1C[O:37][CH2:36]C1.CC([O-])(C)C.[K+]. Product: [Cl:1][C:2]1[CH:3]=[C:4]([C:9]2[O:13][N:12]=[C:11]([C:14]3[CH:22]=[CH:21][C:20]4[NH:19][C:18]5[CH:23]([CH2:26][C:27]([O:29][CH3:30])=[O:28])[CH2:24][CH2:25][C:17]=5[C:16]=4[CH:15]=3)[N:10]=2)[CH:5]=[N:6][C:7]=1[O:37][CH3:36]. The catalyst class is: 3. (3) Reactant: [Br:1][C:2]1[CH:7]=[CH:6][C:5]([CH2:8][CH2:9][C:10]([OH:12])=[O:11])=[CH:4][CH:3]=1.S(=O)(=O)(O)O.[C:18]([O-])([O-])=O.[Na+].[Na+]. Product: [Br:1][C:2]1[CH:3]=[CH:4][C:5]([CH2:8][CH2:9][C:10]([O:12][CH3:18])=[O:11])=[CH:6][CH:7]=1. The catalyst class is: 5.